From a dataset of Reaction yield outcomes from USPTO patents with 853,638 reactions. Predict the reaction yield, written as a fraction of the theoretical maximum amount of product (1.0 means a 100% yield; for example, 0.34 means a 34% yield). The reactants are [CH3:1][O:2][C:3](=[O:13])[C:4]1[C:9]([O:10][CH3:11])=[CH:8][CH:7]=[CH:6][C:5]=1[OH:12].F[C:15]1[CH:20]=[CH:19][C:18]([F:21])=[CH:17][C:16]=1[N+:22]([O-:24])=[O:23].[CH3:25][O:26][C:27](=[O:45])[C:28]1[C:33]([O:34][CH3:35])=[CH:32][CH:31]=[CH:30][C:29]=1[O:36][C:37]1[CH:42]=[CH:41][C:40]([F:43])=[CH:39][C:38]=1[NH2:44].[NH2:46][C:47]1[S:48][CH:49]=[CH:50][N:51]=1. No catalyst specified. The product is [CH3:1][O:2][C:3](=[O:13])[C:4]1[C:9]([O:10][CH3:11])=[CH:8][CH:7]=[CH:6][C:5]=1[O:12][C:15]1[CH:20]=[CH:19][C:18]([F:21])=[CH:17][C:16]=1[N+:22]([O-:24])=[O:23].[CH3:25][O:26][C:27](=[O:45])[C:28]1[C:33]([O:34][CH3:35])=[CH:32][CH:31]=[CH:30][C:29]=1[O:36][C:37]1[CH:42]=[CH:41][C:40]([F:43])=[CH:39][C:38]=1[NH:44][C:3]([NH:46][C:47]1[S:48][CH:49]=[CH:50][N:51]=1)=[O:13]. The yield is 0.580.